This data is from Reaction yield outcomes from USPTO patents with 853,638 reactions. The task is: Predict the reaction yield, written as a fraction of the theoretical maximum amount of product (1.0 means a 100% yield; for example, 0.34 means a 34% yield). (1) The reactants are [CH3:1][O:2][CH2:3][C@H:4]([CH3:38])[O:5][C:6]1[CH:7]=[C:8]([C:23]2[NH:27][C:26]([C:28]([NH:30][C@H:31]([C:34]([O:36][CH3:37])=[O:35])[CH2:32][OH:33])=O)=[CH:25][CH:24]=2)[CH:9]=[C:10]([O:12][C:13]2[CH:14]=[N:15][C:16]([S:19]([CH3:22])(=[O:21])=[O:20])=[CH:17][CH:18]=2)[CH:11]=1.COCCN(S(F)(F)F)CCOC.C(=O)([O-])[O-].[K+].[K+].C(=O)([O-])O.[Na+]. The catalyst is C(Cl)Cl. The product is [CH3:1][O:2][CH2:3][C@H:4]([CH3:38])[O:5][C:6]1[CH:7]=[C:8]([C:23]2[NH:27][C:26]([C:28]3[O:33][CH2:32][C@@H:31]([C:34]([O:36][CH3:37])=[O:35])[N:30]=3)=[CH:25][CH:24]=2)[CH:9]=[C:10]([O:12][C:13]2[CH:14]=[N:15][C:16]([S:19]([CH3:22])(=[O:21])=[O:20])=[CH:17][CH:18]=2)[CH:11]=1. The yield is 0.930. (2) The reactants are Cl[C:2]1[CH:3]=[CH:4][C:5]([N+:27]([O-:29])=[O:28])=[C:6]([CH:26]=1)[C:7]([NH:9][C:10]1[CH:15]=[N:14][C:13]([C:16]2[CH:21]=[CH:20][CH:19]=[C:18]([C:22]([F:25])([F:24])[F:23])[CH:17]=2)=[CH:12][N:11]=1)=[O:8].[NH:30]1[CH2:35][CH2:34][CH2:33][CH2:32][CH2:31]1.C(=O)([O-])[O-].[K+].[K+]. The catalyst is CN(C)C=O.C(OCC)(=O)C. The product is [N+:27]([C:5]1[CH:4]=[CH:3][C:2]([N:30]2[CH2:35][CH2:34][CH2:33][CH2:32][CH2:31]2)=[CH:26][C:6]=1[C:7]([NH:9][C:10]1[CH:15]=[N:14][C:13]([C:16]2[CH:21]=[CH:20][CH:19]=[C:18]([C:22]([F:25])([F:24])[F:23])[CH:17]=2)=[CH:12][N:11]=1)=[O:8])([O-:29])=[O:28]. The yield is 0.760. (3) The reactants are [Br:1][C:2]1[CH:10]=[CH:9][C:5]([C:6](O)=[O:7])=[CH:4][N:3]=1.[CH3:11][NH:12][CH3:13]. The catalyst is CS(C)=O.ClCCl. The product is [Br:1][C:2]1[CH:10]=[CH:9][C:5]([C:6]([N:12]([CH3:13])[CH3:11])=[O:7])=[CH:4][N:3]=1. The yield is 0.460. (4) The reactants are [OH:1][CH2:2][C:3]1[N:8]=[C:7]([C:9]([O:11][CH2:12][CH3:13])=[O:10])[CH:6]=[C:5]([Br:14])[CH:4]=1.N1C=CN=C1.[Si:20](Cl)([C:33]([CH3:36])([CH3:35])[CH3:34])([C:27]1[CH:32]=[CH:31][CH:30]=[CH:29][CH:28]=1)[C:21]1[CH:26]=[CH:25][CH:24]=[CH:23][CH:22]=1. The catalyst is CN(C=O)C.CCOCC. The product is [Si:20]([O:1][CH2:2][C:3]1[N:8]=[C:7]([C:9]([O:11][CH2:12][CH3:13])=[O:10])[CH:6]=[C:5]([Br:14])[CH:4]=1)([C:33]([CH3:36])([CH3:35])[CH3:34])([C:27]1[CH:28]=[CH:29][CH:30]=[CH:31][CH:32]=1)[C:21]1[CH:26]=[CH:25][CH:24]=[CH:23][CH:22]=1. The yield is 0.920. (5) The reactants are [C:1]([C:3]([C:23]1[CH:28]=[CH:27][C:26]([O:29][CH3:30])=[C:25]([O:31][CH3:32])[CH:24]=1)=[CH:4][C:5]1[CH:20]=[CH:19][C:8]([O:9][CH2:10][CH2:11][CH2:12][CH2:13][CH2:14][CH2:15][CH2:16][CH2:17][OH:18])=[C:7]([O:21][CH3:22])[CH:6]=1)#[N:2].C(N(CC)CC)C.[C:40](O[C:40](=[O:44])[C:41]([CH3:43])=[CH2:42])(=[O:44])[C:41]([CH3:43])=[CH2:42].O. The catalyst is O1CCCC1.CN(C)C1C=CN=CC=1. The product is [C:40]([O:18][CH2:17][CH2:16][CH2:15][CH2:14][CH2:13][CH2:12][CH2:11][CH2:10][O:9][C:8]1[CH:19]=[CH:20][C:5]([CH:4]=[C:3]([C:1]#[N:2])[C:23]2[CH:28]=[CH:27][C:26]([O:29][CH3:30])=[C:25]([O:31][CH3:32])[CH:24]=2)=[CH:6][C:7]=1[O:21][CH3:22])(=[O:44])[C:41]([CH3:43])=[CH2:42]. The yield is 0.880. (6) The catalyst is O1CCOCC1. The yield is 0.990. The reactants are C([O:3][C:4](=[O:41])[C:5]([NH:7][C:8]1[C:9](=[O:40])[N:10]([CH2:33][C:34]2[CH:39]=[CH:38][CH:37]=[CH:36][CH:35]=2)[CH:11]=[C:12]([C:14]2[CH:19]=[CH:18][C:17]([C:20]3[C:25]4[O:26][C:27]5[CH:32]=[CH:31][CH:30]=[CH:29][C:28]=5[C:24]=4[CH:23]=[CH:22][CH:21]=3)=[CH:16][CH:15]=2)[CH:13]=1)=[O:6])C.[OH-].[Na+].Cl. The product is [CH2:33]([N:10]1[CH:11]=[C:12]([C:14]2[CH:15]=[CH:16][C:17]([C:20]3[C:25]4[O:26][C:27]5[CH:32]=[CH:31][CH:30]=[CH:29][C:28]=5[C:24]=4[CH:23]=[CH:22][CH:21]=3)=[CH:18][CH:19]=2)[CH:13]=[C:8]([NH:7][C:5](=[O:6])[C:4]([OH:41])=[O:3])[C:9]1=[O:40])[C:34]1[CH:39]=[CH:38][CH:37]=[CH:36][CH:35]=1. (7) The reactants are [NH2:1][C:2]1[CH:3]=[C:4]([CH:8]=[CH:9][C:10]=1[N:11]1[CH2:16][CH2:15][CH2:14][CH2:13][CH:12]1[CH3:17])[C:5]([OH:7])=[O:6].N1C=CC=CC=1.[C:24](Cl)(=[O:26])[CH3:25]. The catalyst is C(Cl)Cl. The product is [C:24]([NH:1][C:2]1[CH:3]=[C:4]([CH:8]=[CH:9][C:10]=1[N:11]1[CH2:16][CH2:15][CH2:14][CH2:13][CH:12]1[CH3:17])[C:5]([OH:7])=[O:6])(=[O:26])[CH3:25]. The yield is 0.810. (8) The reactants are Cl.[NH2:2][CH2:3][CH2:4][C:5]1[CH:10]=[CH:9][C:8]([C:11]2[CH:27]=[CH:26][C:14]([O:15][CH:16]([CH3:25])[CH2:17][NH:18][S:19]([CH:22]([CH3:24])[CH3:23])(=[O:21])=[O:20])=[CH:13][CH:12]=2)=[CH:7][CH:6]=1.C(N(CC)CC)C.[F:35][C:36]([F:42])([F:41])[S:37](Cl)(=[O:39])=[O:38]. The catalyst is C(Cl)Cl. The product is [CH3:24][CH:22]([S:19]([NH:18][CH2:17][CH:16]([O:15][C:14]1[CH:26]=[CH:27][C:11]([C:8]2[CH:7]=[CH:6][C:5]([CH2:4][CH2:3][NH:2][S:37]([C:36]([F:42])([F:41])[F:35])(=[O:39])=[O:38])=[CH:10][CH:9]=2)=[CH:12][CH:13]=1)[CH3:25])(=[O:21])=[O:20])[CH3:23]. The yield is 0.380. (9) The reactants are [Cl:1][C:2]1[CH:7]=[CH:6][C:5]([S:8](Cl)(=[O:10])=[O:9])=[C:4]([N+:12]([O-:14])=[O:13])[CH:3]=1.[Cl:15][C:16]1[CH:25]=[CH:24][C:23]2[C:18](=[C:19]([NH2:26])[CH:20]=[CH:21][CH:22]=2)[N:17]=1.N1C=CC=CC=1. The catalyst is CN(C1C=CN=CC=1)C.C(Cl)Cl. The product is [Cl:1][C:2]1[CH:7]=[CH:6][C:5]([S:8]([NH:26][C:19]2[CH:20]=[CH:21][CH:22]=[C:23]3[C:18]=2[N:17]=[C:16]([Cl:15])[CH:25]=[CH:24]3)(=[O:10])=[O:9])=[C:4]([N+:12]([O-:14])=[O:13])[CH:3]=1. The yield is 0.230.